Dataset: Full USPTO retrosynthesis dataset with 1.9M reactions from patents (1976-2016). Task: Predict the reactants needed to synthesize the given product. (1) Given the product [Cl:17][C:14]1[CH:15]=[C:16]2[C:11](=[CH:12][CH:13]=1)[NH:10][C:9](=[O:18])[C:8]2=[CH:7][C:5]1[O:6][C:2]([C:21]2[CH:22]=[CH:23][C:24]([C:26]([O:28][CH3:29])=[O:27])=[CH:25][C:20]=2[F:19])=[CH:3][CH:4]=1, predict the reactants needed to synthesize it. The reactants are: Br[C:2]1[O:6][C:5]([CH:7]=[C:8]2[C:16]3[C:11](=[CH:12][CH:13]=[C:14]([Cl:17])[CH:15]=3)[NH:10][C:9]2=[O:18])=[CH:4][CH:3]=1.[F:19][C:20]1[CH:25]=[C:24]([C:26]([O:28][CH3:29])=[O:27])[CH:23]=[CH:22][C:21]=1B(O)O.C([O-])([O-])=O.[Cs+].[Cs+].O. (2) Given the product [F:14][C:15]1[CH:31]=[CH:30][C:18]([O:19][C:20]2[CH:25]=[CH:24][C:23]([CH2:26][CH2:27][CH2:28][N:29]3[CH2:11][C:5]4[C:4](=[C:9]([I:10])[CH:8]=[CH:7][CH:6]=4)[C:3]3=[O:13])=[CH:22][CH:21]=2)=[CH:17][CH:16]=1, predict the reactants needed to synthesize it. The reactants are: CO[C:3](=[O:13])[C:4]1[C:9]([I:10])=[CH:8][CH:7]=[CH:6][C:5]=1[CH2:11]Br.[F:14][C:15]1[CH:31]=[CH:30][C:18]([O:19][C:20]2[CH:25]=[CH:24][C:23]([CH2:26][CH2:27][CH2:28][NH2:29])=[CH:22][CH:21]=2)=[CH:17][CH:16]=1.C([O-])([O-])=O.[K+].[K+].C(OCC)(=O)C. (3) Given the product [F:1][C:2]1[CH:7]=[CH:6][C:5]([C:8]2[CH:13]=[CH:12][N:11]=[CH:10][C:9]=2[N:14]([CH2:15][C:16]2[CH:20]=[C:19]([CH3:21])[O:18][N:17]=2)[C:31](=[O:32])[C:30]2[CH:34]=[C:35]([C:37]([F:40])([F:38])[F:39])[CH:36]=[C:28]([S:25]([CH3:24])(=[O:27])=[O:26])[CH:29]=2)=[C:4]([O:22][CH3:23])[CH:3]=1, predict the reactants needed to synthesize it. The reactants are: [F:1][C:2]1[CH:7]=[CH:6][C:5]([C:8]2[CH:13]=[CH:12][N:11]=[CH:10][C:9]=2[NH:14][CH2:15][C:16]2[CH:20]=[C:19]([CH3:21])[O:18][N:17]=2)=[C:4]([O:22][CH3:23])[CH:3]=1.[CH3:24][S:25]([C:28]1[CH:29]=[C:30]([CH:34]=[C:35]([C:37]([F:40])([F:39])[F:38])[CH:36]=1)[C:31](O)=[O:32])(=[O:27])=[O:26]. (4) Given the product [CH3:20][C:21]1([CH3:22])[C:23]([CH3:25])([CH3:24])[O:7][C:6]([O:17][C:14]2[CH:15]=[CH:16][C:11]([N+:8]([O-:10])=[O:9])=[CH:12][CH:13]=2)=[N:5][S:2]1(=[O:4])=[O:3], predict the reactants needed to synthesize it. The reactants are: Cl[S:2]([N:5]=[C:6]=[O:7])(=[O:4])=[O:3].[N+:8]([C:11]1[CH:16]=[CH:15][C:14]([OH:17])=[CH:13][CH:12]=1)([O-:10])=[O:9].[H-].[Na+].[CH3:20][C:21](=[C:23]([CH3:25])[CH3:24])[CH3:22]. (5) Given the product [CH:17]1[C:18]2[C:23](=[CH:22][CH:21]=[CH:20][CH:19]=2)[CH:24]=[CH:25][C:16]=1[C:7]1[C:8]2[C:13](=[CH:12][CH:11]=[CH:10][CH:9]=2)[CH:14]=[CH:15][C:6]=1[CH:4]=[O:5], predict the reactants needed to synthesize it. The reactants are: C(N(CC)[C:4]([C:6]1[CH:15]=[CH:14][C:13]2[C:8](=[CH:9][CH:10]=[CH:11][CH:12]=2)[C:7]=1[C:16]1[CH:25]=[CH:24][C:23]2[C:18](=[CH:19][CH:20]=[CH:21][CH:22]=2)[CH:17]=1)=[O:5])C. (6) Given the product [NH:36]1[CH2:37][CH2:38][O:39][CH:34]([CH2:33][N:31]2[CH:32]=[C:28]([NH:27][C:23]3[N:24]=[CH:25][N:26]=[C:21]([N:18]4[CH2:17][CH2:16][N:15]([C:12]5[N:11]=[CH:10][C:9]([C@H:1]([C:2]6[CH:7]=[CH:6][CH:5]=[CH:4][CH:3]=6)[OH:8])=[CH:14][N:13]=5)[CH2:20][CH2:19]4)[N:22]=3)[CH:29]=[N:30]2)[CH2:35]1, predict the reactants needed to synthesize it. The reactants are: [C:1]([C:9]1[CH:10]=[N:11][C:12]([N:15]2[CH2:20][CH2:19][N:18]([C:21]3[N:26]=[CH:25][N:24]=[C:23]([NH:27][C:28]4[CH:29]=[N:30][N:31]([CH2:33][C@H:34]5[O:39][CH2:38][CH2:37][N:36](C(OC(C)(C)C)=O)[CH2:35]5)[CH:32]=4)[N:22]=3)[CH2:17][CH2:16]2)=[N:13][CH:14]=1)(=[O:8])[C:2]1[CH:7]=[CH:6][CH:5]=[CH:4][CH:3]=1.Cl.O1CCOCC1. (7) Given the product [Br:14][C:15]1[CH:16]=[C:17]([C:22]([F:23])([F:24])[F:25])[C:3](=[O:6])[N:19]([CH3:18])[CH:20]=1, predict the reactants needed to synthesize it. The reactants are: CI.[C:3](=[O:6])([O-])[O-].[Cs+].[Cs+].CN(C=O)C.[Br:14][C:15]1[CH:16]=[C:17]([C:22]([F:25])([F:24])[F:23])[C:18](=O)[NH:19][CH:20]=1.